From a dataset of Full USPTO retrosynthesis dataset with 1.9M reactions from patents (1976-2016). Predict the reactants needed to synthesize the given product. (1) Given the product [CH3:17][O:16][CH2:15][C:12]1[CH2:13][S:14][C@@H:9]2[C@H:8]([NH:7][C:5](/[C:4](/[C:3]3[N:32]=[C:33]([NH2:35])[S:34][CH:2]=3)=[N:23]\[O:24][CH3:25])=[O:6])[C:21](=[O:22])[N:10]2[C:11]=1[C:18]([OH:20])=[O:19], predict the reactants needed to synthesize it. The reactants are: Br[CH2:2][C:3](=O)/[C:4](=[N:23]/[O:24][CH3:25])/[C:5]([NH:7][CH:8]1[C:21](=[O:22])[N:10]2[C:11]([C:18]([OH:20])=[O:19])=[C:12]([CH2:15][O:16][CH3:17])[CH2:13][S:14][C@H:9]12)=[O:6].C([O-])(=O)C.[Na+].[NH2:32][C:33]([NH2:35])=[S:34]. (2) Given the product [C:11]1([CH2:17][CH2:18][CH2:19][CH2:20][CH:21]=[O:22])[CH:16]=[CH:15][CH:14]=[CH:13][CH:12]=1, predict the reactants needed to synthesize it. The reactants are: C(Cl)(=O)C(Cl)=O.CS(C)=O.[C:11]1([CH2:17][CH2:18][CH2:19][CH2:20][CH2:21][OH:22])[CH:16]=[CH:15][CH:14]=[CH:13][CH:12]=1.CCN(CC)CC. (3) Given the product [Cl:1][C:2]1[CH:3]=[C:4]([CH2:19][N:20]2[C:24]([CH3:25])=[CH:23][C:22]([NH:26][C:27]([C@H:28]3[CH2:29][CH2:34][CH2:33][O:32]3)=[O:31])=[N:21]2)[C:5]2[O:9][C:8]([C:10]3[CH:15]=[CH:14][C:13]([C:16]#[N:17])=[CH:12][CH:11]=3)=[CH:7][C:6]=2[CH:18]=1, predict the reactants needed to synthesize it. The reactants are: [Cl:1][C:2]1[CH:3]=[C:4]([CH2:19][N:20]2[C:24]([CH3:25])=[CH:23][C:22]([NH:26][C:27](=[O:31])[CH:28](C)[CH3:29])=[N:21]2)[C:5]2[O:9][C:8]([C:10]3[CH:15]=[CH:14][C:13]([C:16]#[N:17])=[CH:12][CH:11]=3)=[CH:7][C:6]=2[CH:18]=1.[O:32]1CC[CH2:34][C@@H:33]1C(O)=O. (4) Given the product [C:1]1([Si:7]([O:14][CH2:15][CH3:16])([O:8][CH2:9][CH3:10])[O:11][CH2:12][CH2:13][CH2:17][CH2:18][CH2:19][CH2:20][CH2:21][CH3:22])[CH:2]=[CH:3][CH:4]=[CH:5][CH:6]=1, predict the reactants needed to synthesize it. The reactants are: [C:1]1([Si:7]([O:14][CH2:15][CH3:16])([O:11][CH2:12][CH3:13])[O:8][CH2:9][CH3:10])[CH:6]=[CH:5][CH:4]=[CH:3][CH:2]=1.[CH2:17](O)[CH2:18][CH2:19][CH2:20][CH2:21][CH2:22]CC. (5) Given the product [C:11]([O:10][C:9]([N:8]([C:5]1[CH:6]=[CH:7][C:2]([Cl:1])=[CH:3][C:4]=1[C:16]1[CH:24]=[C:23]2[N:19]([CH:20]([C:25](=[O:28])[CH2:26][Cl:27])[CH2:21][CH2:22]2)[C:18](=[O:29])[CH:17]=1)[C:46](=[O:47])[O:48][C:32]([CH3:34])([CH3:33])[CH3:31])=[O:15])([CH3:12])([CH3:13])[CH3:14], predict the reactants needed to synthesize it. The reactants are: [Cl:1][C:2]1[CH:7]=[CH:6][C:5]([NH:8][C:9](=[O:15])[O:10][C:11]([CH3:14])([CH3:13])[CH3:12])=[C:4]([C:16]2[CH:24]=[C:23]3[N:19]([CH:20]([C:25](=[O:28])[CH2:26][Cl:27])[CH2:21][CH2:22]3)[C:18](=[O:29])[CH:17]=2)[CH:3]=1.Cl[C:31](N(C)C)=[C:32]([CH3:34])[CH3:33].C[Si](C=[N+]=[N-])(C)C.Cl.[C:46](=O)([O-:48])[OH:47].[Na+]. (6) Given the product [F:1][C@@H:2]1[CH2:7][CH2:6][NH:5][CH2:4][C@@H:3]1[NH:18][C:19]1[CH:24]=[N:23][CH:22]=[C:21]([C:25]2[CH:26]=[N:27][N:28]3[CH:33]=[CH:32][CH:31]=[CH:30][C:29]=23)[N:20]=1, predict the reactants needed to synthesize it. The reactants are: [F:1][C@@H:2]1[CH2:7][CH2:6][N:5](C(OCC2C=CC=CC=2)=O)[CH2:4][C@@H:3]1[NH:18][C:19]1[CH:24]=[N:23][CH:22]=[C:21]([C:25]2[CH:26]=[N:27][N:28]3[CH:33]=[CH:32][CH:31]=[CH:30][C:29]=23)[N:20]=1.Cl.O. (7) Given the product [CH3:22][S:19]([CH2:18][CH2:17][C:13]1[CH:12]=[C:11]([NH:10][C:8](=[O:9])[C:7]([F:23])([F:6])[F:24])[CH:16]=[CH:15][C:14]=1[S:2]([OH:5])(=[O:4])=[O:3])(=[O:20])=[O:21], predict the reactants needed to synthesize it. The reactants are: Cl[S:2]([OH:5])(=[O:4])=[O:3].[F:6][C:7]([F:24])([F:23])[C:8]([NH:10][C:11]1[CH:16]=[CH:15][CH:14]=[C:13]([CH2:17][CH2:18][S:19]([CH3:22])(=[O:21])=[O:20])[CH:12]=1)=[O:9]. (8) Given the product [CH3:1][C:2]1[C:6]([CH3:7])=[C:5]([NH:8][C:9]([N:27]2[CH2:28][CH2:29][N:24]([C:22]3[S:23][C:19]([CH2:17][CH3:18])=[C:20]([C:30]4[CH:35]=[CH:34][CH:33]=[CH:32][CH:31]=4)[N:21]=3)[CH2:25][CH2:26]2)=[O:16])[O:4][N:3]=1, predict the reactants needed to synthesize it. The reactants are: [CH3:1][C:2]1[C:6]([CH3:7])=[C:5]([NH:8][C:9](=[O:16])OCC(Cl)(Cl)Cl)[O:4][N:3]=1.[CH2:17]([C:19]1[S:23][C:22]([N:24]2[CH2:29][CH2:28][NH:27][CH2:26][CH2:25]2)=[N:21][C:20]=1[C:30]1[CH:35]=[CH:34][CH:33]=[CH:32][CH:31]=1)[CH3:18].C(N(C(C)C)CC)(C)C.O.